This data is from Forward reaction prediction with 1.9M reactions from USPTO patents (1976-2016). The task is: Predict the product of the given reaction. Given the reactants [CH3:1][C:2]1[C:33]([CH3:34])=[CH:32][CH:31]=[CH:30][C:3]=1[C:4]([NH:6][C:7]1[CH:19]=[C:18](/[CH:20]=[CH:21]/[C:22]2[CH:27]=[CH:26][CH:25]=[C:24]([O:28][CH3:29])[CH:23]=2)[CH:17]=[CH:16][C:8]=1[C:9]([O:11]C(C)(C)C)=[O:10])=[O:5], predict the reaction product. The product is: [CH3:1][C:2]1[C:33]([CH3:34])=[CH:32][CH:31]=[CH:30][C:3]=1[C:4]([NH:6][C:7]1[CH:19]=[C:18](/[CH:20]=[CH:21]/[C:22]2[CH:27]=[CH:26][CH:25]=[C:24]([O:28][CH3:29])[CH:23]=2)[CH:17]=[CH:16][C:8]=1[C:9]([OH:11])=[O:10])=[O:5].